This data is from Forward reaction prediction with 1.9M reactions from USPTO patents (1976-2016). The task is: Predict the product of the given reaction. (1) Given the reactants [OH-].COC(NS([N+](CC)(CC)CC)(=O)=O)=O.[NH2:17][C:18]([C:20]1[NH:21][C:22](=[O:38])[N:23]([CH:25]2[CH2:30][CH2:29][N:28]([C:31]([O:33][C:34]([CH3:37])([CH3:36])[CH3:35])=[O:32])[CH2:27][CH2:26]2)[CH:24]=1)=O.ClCCl.C(=O)(O)[O-].[Na+], predict the reaction product. The product is: [C:18]([C:20]1[NH:21][C:22](=[O:38])[N:23]([CH:25]2[CH2:26][CH2:27][N:28]([C:31]([O:33][C:34]([CH3:36])([CH3:35])[CH3:37])=[O:32])[CH2:29][CH2:30]2)[CH:24]=1)#[N:17]. (2) Given the reactants Cl.[CH2:2]([O:4][C:5]([C@@:7]1([NH:12][C:13]([C@@H:15]2[CH2:19][C@@H:18]([OH:20])[CH2:17][NH:16]2)=[O:14])[CH2:9][C@H:8]1[CH:10]=[CH2:11])=[O:6])[CH3:3].[CH2:21]([O:24][CH2:25][CH2:26][CH2:27][C@H:28]([NH:32][C:33]([O:35][C:36]([CH3:39])([CH3:38])[CH3:37])=[O:34])[C:29](O)=[O:30])[CH:22]=[CH2:23].CN(C(ON1N=NC2C=CC=NC1=2)=[N+](C)C)C.F[P-](F)(F)(F)(F)F.CCN(C(C)C)C(C)C, predict the reaction product. The product is: [CH2:21]([O:24][CH2:25][CH2:26][CH2:27][C@H:28]([NH:32][C:33]([O:35][C:36]([CH3:39])([CH3:38])[CH3:37])=[O:34])[C:29]([N:16]1[CH2:17][C@H:18]([OH:20])[CH2:19][C@H:15]1[C:13]([NH:12][C@:7]1([C:5]([O:4][CH2:2][CH3:3])=[O:6])[CH2:9][C@H:8]1[CH:10]=[CH2:11])=[O:14])=[O:30])[CH:22]=[CH2:23]. (3) Given the reactants Cl[C:2]1[C:11]2=[N:12][N:13](CC3C=CC(OC)=CC=3)[CH:14]=[C:10]2[C:9]2[C:8]([F:24])=[CH:7][CH:6]=[CH:5][C:4]=2[N:3]=1.[CH3:25][O:26][C:27]1[CH:28]=[C:29]([CH:31]=[CH:32][C:33]=1[O:34][CH3:35])[NH2:30].Cl, predict the reaction product. The product is: [CH3:25][O:26][C:27]1[CH:28]=[C:29]([NH:30][C:2]2[C:11]3[NH:12][N:13]=[CH:14][C:10]=3[C:9]3[C:8]([F:24])=[CH:7][CH:6]=[CH:5][C:4]=3[N:3]=2)[CH:31]=[CH:32][C:33]=1[O:34][CH3:35]. (4) Given the reactants Br[CH2:2][C:3]1[CH:8]=[CH:7][C:6]([C:9](=[O:27])[CH2:10][N:11]2[C:16](=[O:17])[CH:15]=[C:14]([O:18][CH2:19][C:20]3[CH:25]=[CH:24][C:23]([F:26])=[CH:22][N:21]=3)[CH:13]=[N:12]2)=[C:5]([CH3:28])[CH:4]=1.[NH:29]1[CH2:33][CH2:32][CH2:31][CH2:30]1, predict the reaction product. The product is: [F:26][C:23]1[CH:24]=[CH:25][C:20]([CH2:19][O:18][C:14]2[CH:13]=[N:12][N:11]([CH2:10][C:9]([C:6]3[CH:7]=[CH:8][C:3]([CH2:2][N:29]4[CH2:33][CH2:32][CH2:31][CH2:30]4)=[CH:4][C:5]=3[CH3:28])=[O:27])[C:16](=[O:17])[CH:15]=2)=[N:21][CH:22]=1. (5) Given the reactants Cl.[NH2:2][CH2:3][CH2:4][CH2:5][CH2:6][CH2:7][C:8]([NH:10][C:11]([CH3:32])([CH3:31])[CH2:12][N:13]1[C:25]2[C:24]3[CH:23]=[CH:22][CH:21]=[CH:20][C:19]=3[N:18]=[C:17]([NH2:26])[C:16]=2[N:15]=[C:14]1[CH2:27][O:28][CH2:29][CH3:30])=[O:9].C(N(CC)CC)C.C1C(=O)N([O:47][C:48]([CH2:50][CH2:51][S:52][S:53][C:54]2[N:59]=[CH:58][CH:57]=[CH:56][CH:55]=2)=O)C(=O)C1, predict the reaction product. The product is: [NH2:26][C:17]1[C:16]2[N:15]=[C:14]([CH2:27][O:28][CH2:29][CH3:30])[N:13]([CH2:12][C:11]([NH:10][C:8](=[O:9])[CH2:7][CH2:6][CH2:5][CH2:4][CH2:3][NH:2][C:48](=[O:47])[CH2:50][CH2:51][S:52][S:53][C:54]3[CH:55]=[CH:56][CH:57]=[CH:58][N:59]=3)([CH3:31])[CH3:32])[C:25]=2[C:24]2[CH:23]=[CH:22][CH:21]=[CH:20][C:19]=2[N:18]=1.[C:8]([NH2:10])(=[O:9])[CH2:7][CH2:6][CH2:5][CH2:4][CH3:3]. (6) Given the reactants [Cl:1][C:2]1[CH:18]=[CH:17][C:5]([CH2:6][O:7][C:8]2[C:9]([OH:16])=[C:10]([CH:13]=[CH:14][CH:15]=2)[CH:11]=[O:12])=[CH:4][CH:3]=1.C(=O)([O-])[O-].[K+].[K+].I[CH2:26][CH3:27].[Cl-].[NH4+], predict the reaction product. The product is: [Cl:1][C:2]1[CH:18]=[CH:17][C:5]([CH2:6][O:7][C:8]2[C:9]([O:16][CH2:26][CH3:27])=[C:10]([CH:13]=[CH:14][CH:15]=2)[CH:11]=[O:12])=[CH:4][CH:3]=1. (7) Given the reactants [OH:1][C@@H:2](C)[C:3](N1CCNCC1)=O.[OH:12][C@@H:13]([CH3:17])[C:14]([OH:16])=[O:15], predict the reaction product. The product is: [C:2]([O:12][C@@H:13]([CH3:17])[C:14]([OH:16])=[O:15])(=[O:1])[CH3:3]. (8) Given the reactants [Cl:1][C:2]1[CH:14]=[N:13][C:5]2[NH:6][C:7]3[CH2:12][CH2:11][NH:10][CH2:9][C:8]=3[C:4]=2[CH:3]=1.CCN(C(C)C)C(C)C.[Cl:24][C:25]1[CH:30]=[CH:29][C:28]([N:31]=[C:32]=[O:33])=[CH:27][CH:26]=1.Cl.CCOCC, predict the reaction product. The product is: [ClH:1].[Cl:24][C:25]1[CH:30]=[CH:29][C:28]([NH:31][C:32]([N:10]2[CH2:11][CH2:12][C:7]3[NH:6][C:5]4[N:13]=[CH:14][C:2]([Cl:1])=[CH:3][C:4]=4[C:8]=3[CH2:9]2)=[O:33])=[CH:27][CH:26]=1. (9) Given the reactants [C:1](=O)([O-])[O-].[K+].[K+].CI.[Cl:9][C:10]1[CH:44]=[CH:43][CH:42]=[CH:41][C:11]=1[CH2:12][N:13]1[C:21]2[C:20](=[O:22])[N:19]([CH3:23])[C:18]([OH:24])=[N:17][C:16]=2[C:15]([C:25]#[N:26])=[C:14]1[N:27]1[CH2:32][CH2:31][CH2:30][C@@H:29]([NH:33][C:34](=[O:40])[O:35][C:36]([CH3:39])([CH3:38])[CH3:37])[CH2:28]1.O, predict the reaction product. The product is: [Cl:9][C:10]1[CH:44]=[CH:43][CH:42]=[CH:41][C:11]=1[CH2:12][N:13]1[C:21]2[C:20](=[O:22])[N:19]([CH3:23])[C:18](=[O:24])[N:17]([CH3:1])[C:16]=2[C:15]([C:25]#[N:26])=[C:14]1[N:27]1[CH2:32][CH2:31][CH2:30][C@@H:29]([NH:33][C:34](=[O:40])[O:35][C:36]([CH3:38])([CH3:39])[CH3:37])[CH2:28]1. (10) Given the reactants N(C(C)C)C(C)C.[Li]CCCC.[Br:13][C:14]1[CH:15]=[C:16]([F:22])[C:17]([F:21])=[C:18]([F:20])[CH:19]=1.[C:23](=[O:25])=[O:24].Cl, predict the reaction product. The product is: [Br:13][C:14]1[C:19]([C:23]([OH:25])=[O:24])=[C:18]([F:20])[C:17]([F:21])=[C:16]([F:22])[CH:15]=1.